From a dataset of Forward reaction prediction with 1.9M reactions from USPTO patents (1976-2016). Predict the product of the given reaction. Given the reactants [CH:1]([CH:14]1[CH2:19][CH2:18][N:17]([C:20]2[CH:25]=[CH:24][C:23]([NH2:26])=[CH:22][C:21]=2[F:27])[CH2:16][CH2:15]1)([C:8]1[CH:13]=[CH:12][CH:11]=[CH:10][CH:9]=1)[C:2]1[CH:7]=[CH:6][CH:5]=[CH:4][CH:3]=1.[CH3:28][C:29]1[C:33]([N:34]=[C:35]=[O:36])=[C:32]([CH3:37])[O:31][N:30]=1, predict the reaction product. The product is: [CH:1]([CH:14]1[CH2:15][CH2:16][N:17]([C:20]2[CH:25]=[CH:24][C:23]([NH:26][C:35]([NH:34][C:33]3[C:29]([CH3:28])=[N:30][O:31][C:32]=3[CH3:37])=[O:36])=[CH:22][C:21]=2[F:27])[CH2:18][CH2:19]1)([C:8]1[CH:13]=[CH:12][CH:11]=[CH:10][CH:9]=1)[C:2]1[CH:7]=[CH:6][CH:5]=[CH:4][CH:3]=1.